From a dataset of NCI-60 drug combinations with 297,098 pairs across 59 cell lines. Regression. Given two drug SMILES strings and cell line genomic features, predict the synergy score measuring deviation from expected non-interaction effect. (1) Drug 1: CS(=O)(=O)CCNCC1=CC=C(O1)C2=CC3=C(C=C2)N=CN=C3NC4=CC(=C(C=C4)OCC5=CC(=CC=C5)F)Cl. Drug 2: C(CC(=O)O)C(=O)CN.Cl. Cell line: 786-0. Synergy scores: CSS=22.7, Synergy_ZIP=-8.31, Synergy_Bliss=0.308, Synergy_Loewe=1.54, Synergy_HSA=1.87. (2) Drug 1: C1CCC(CC1)NC(=O)N(CCCl)N=O. Drug 2: C#CCC(CC1=CN=C2C(=N1)C(=NC(=N2)N)N)C3=CC=C(C=C3)C(=O)NC(CCC(=O)O)C(=O)O. Cell line: NCI-H322M. Synergy scores: CSS=7.13, Synergy_ZIP=0.955, Synergy_Bliss=2.52, Synergy_Loewe=1.87, Synergy_HSA=1.87. (3) Drug 1: C1=CC(=CC=C1CC(C(=O)O)N)N(CCCl)CCCl.Cl. Drug 2: CC1=C2C(C(=O)C3(C(CC4C(C3C(C(C2(C)C)(CC1OC(=O)C(C(C5=CC=CC=C5)NC(=O)OC(C)(C)C)O)O)OC(=O)C6=CC=CC=C6)(CO4)OC(=O)C)O)C)O. Cell line: SF-268. Synergy scores: CSS=20.0, Synergy_ZIP=-6.85, Synergy_Bliss=-2.86, Synergy_Loewe=-11.9, Synergy_HSA=-3.57. (4) Drug 1: C1=CC(=CC=C1CC(C(=O)O)N)N(CCCl)CCCl.Cl. Drug 2: C1=CN(C(=O)N=C1N)C2C(C(C(O2)CO)O)O.Cl. Cell line: NCI/ADR-RES. Synergy scores: CSS=28.9, Synergy_ZIP=-9.66, Synergy_Bliss=-1.00, Synergy_Loewe=-29.2, Synergy_HSA=-0.0581. (5) Drug 1: C1=CC(=CC=C1CC(C(=O)O)N)N(CCCl)CCCl.Cl. Drug 2: CN(C(=O)NC(C=O)C(C(C(CO)O)O)O)N=O. Cell line: SK-MEL-5. Synergy scores: CSS=8.73, Synergy_ZIP=-3.84, Synergy_Bliss=-1.38, Synergy_Loewe=-5.23, Synergy_HSA=-5.08.